Dataset: Peptide-MHC class I binding affinity with 185,985 pairs from IEDB/IMGT. Task: Regression. Given a peptide amino acid sequence and an MHC pseudo amino acid sequence, predict their binding affinity value. This is MHC class I binding data. (1) The MHC is HLA-A02:06 with pseudo-sequence HLA-A02:06. The peptide sequence is YLLPRRGPRL. The binding affinity (normalized) is 0.478. (2) The peptide sequence is IYTTNDNNY. The MHC is HLA-B39:01 with pseudo-sequence HLA-B39:01. The binding affinity (normalized) is 0.0847. (3) The peptide sequence is SPRMLTPIN. The MHC is HLA-B07:02 with pseudo-sequence HLA-B07:02. The binding affinity (normalized) is 0.211. (4) The peptide sequence is AHGSGRVI. The MHC is H-2-Kk with pseudo-sequence H-2-Kk. The binding affinity (normalized) is 0. (5) The MHC is HLA-A02:01 with pseudo-sequence HLA-A02:01. The peptide sequence is VINEDIVSKL. The binding affinity (normalized) is 0.200. (6) The peptide sequence is RARKRGITM. The MHC is HLA-B58:01 with pseudo-sequence HLA-B58:01. The binding affinity (normalized) is 0.0847. (7) The peptide sequence is MQISTIGIR. The MHC is HLA-B15:01 with pseudo-sequence HLA-B15:01. The binding affinity (normalized) is 0.0587. (8) The peptide sequence is YTVRGTGKY. The MHC is HLA-B18:01 with pseudo-sequence HLA-B18:01. The binding affinity (normalized) is 0.0847.